Predict which catalyst facilitates the given reaction. From a dataset of Catalyst prediction with 721,799 reactions and 888 catalyst types from USPTO. Reactant: [C:1]1([CH2:7][CH2:8][N+:9]([O-:11])=[O:10])[CH:6]=[CH:5][CH:4]=[CH:3][CH:2]=1.[C:12]([O:16][C:17]([N:19]1[CH:24]([CH:25]=[O:26])[CH:23]2[CH:27]([CH2:28][O:29][CH3:30])[CH:20]1[CH2:21][CH2:22]2)=[O:18])([CH3:15])([CH3:14])[CH3:13].[F-].C([N+](CCCC)(CCCC)CCCC)CCC. Product: [C:12]([O:16][C:17]([N:19]1[CH:24]([CH:25]([OH:26])[CH:8]([N+:9]([O-:11])=[O:10])[CH2:7][C:1]2[CH:6]=[CH:5][CH:4]=[CH:3][CH:2]=2)[CH:23]2[CH:27]([CH2:28][O:29][CH3:30])[CH:20]1[CH2:21][CH2:22]2)=[O:18])([CH3:15])([CH3:14])[CH3:13]. The catalyst class is: 13.